From a dataset of TCR-epitope binding with 47,182 pairs between 192 epitopes and 23,139 TCRs. Binary Classification. Given a T-cell receptor sequence (or CDR3 region) and an epitope sequence, predict whether binding occurs between them. The epitope is KRWIILGLNK. The TCR CDR3 sequence is CASSAGISAYEQYF. Result: 1 (the TCR binds to the epitope).